This data is from Forward reaction prediction with 1.9M reactions from USPTO patents (1976-2016). The task is: Predict the product of the given reaction. (1) Given the reactants [Br:1][C:2]1[CH:7]=[C:6]([CH3:8])[C:5]([Cl:9])=[CH:4][C:3]=1[C:10]([OH:13])([CH3:12])[CH3:11].Cl[CH2:15][O:16][CH2:17][CH3:18].CCN(C(C)C)C(C)C.O, predict the reaction product. The product is: [Br:1][C:2]1[CH:7]=[C:6]([CH3:8])[C:5]([Cl:9])=[CH:4][C:3]=1[C:10]([O:13][CH2:15][O:16][CH2:17][CH3:18])([CH3:11])[CH3:12]. (2) Given the reactants [Cl:1][C:2]1[N:10]=[C:9]2[C:5]([N:6]=[CH:7][N:8]2[CH:11]2[CH2:16][CH2:15][N:14]([C:17]([O:19][C:20]([CH3:23])([CH3:22])[CH3:21])=[O:18])[CH2:13][CH2:12]2)=[C:4](Cl)[N:3]=1.C([Sn](CCCC)(CCCC)[C:30]1[CH2:31][CH2:32][O:33][CH2:34][CH:35]=1)CCC, predict the reaction product. The product is: [Cl:1][C:2]1[N:10]=[C:9]2[C:5]([N:6]=[CH:7][N:8]2[CH:11]2[CH2:16][CH2:15][N:14]([C:17]([O:19][C:20]([CH3:23])([CH3:22])[CH3:21])=[O:18])[CH2:13][CH2:12]2)=[C:4]([C:30]2[CH2:35][CH2:34][O:33][CH2:32][CH:31]=2)[N:3]=1.